From a dataset of Reaction yield outcomes from USPTO patents with 853,638 reactions. Predict the reaction yield, written as a fraction of the theoretical maximum amount of product (1.0 means a 100% yield; for example, 0.34 means a 34% yield). (1) The reactants are [CH3:1][C:2]1[O:6][C:5]([C:7]2[CH:12]=[CH:11][CH:10]=[CH:9][CH:8]=2)=[N:4][C:3]=1[CH2:13]/[CH:14]=[CH:15]/[C:16]1[CH:31]=[CH:30][C:19]([O:20][C:21]2([C:25]([O:27][CH2:28][CH3:29])=[O:26])[CH2:24][CH2:23][CH2:22]2)=[CH:18][CH:17]=1.[H][H]. The catalyst is CO.[Pd]. The product is [CH3:1][C:2]1[O:6][C:5]([C:7]2[CH:12]=[CH:11][CH:10]=[CH:9][CH:8]=2)=[N:4][C:3]=1[CH2:13][CH2:14][CH2:15][C:16]1[CH:17]=[CH:18][C:19]([O:20][C:21]2([C:25]([O:27][CH2:28][CH3:29])=[O:26])[CH2:24][CH2:23][CH2:22]2)=[CH:30][CH:31]=1. The yield is 1.00. (2) The reactants are [NH2:1][C:2]1[N:3]=[C:4]2[CH:9]=[CH:8][C:7]([O:10][C:11]3[CH:12]=[C:13]([NH:17][C:18](=[O:29])[C:19]4[CH:24]=[CH:23][CH:22]=[C:21]([C:25]([F:28])([F:27])[F:26])[CH:20]=4)[CH:14]=[CH:15][CH:16]=3)=[N:6][N:5]2[CH:30]=1.[C:31](Cl)(=[O:34])[O:32][CH3:33].C(N(CC)CC)C. The catalyst is O1CCCC1. The product is [F:26][C:25]([F:28])([F:27])[C:21]1[CH:20]=[C:19]([CH:24]=[CH:23][CH:22]=1)[C:18]([NH:17][C:13]1[CH:12]=[C:11]([CH:16]=[CH:15][CH:14]=1)[O:10][C:7]1[CH:8]=[CH:9][C:4]2[N:5]([CH:30]=[C:2]([NH:1][C:31](=[O:34])[O:32][CH3:33])[N:3]=2)[N:6]=1)=[O:29]. The yield is 0.610. (3) The reactants are [NH:1]1[C:9]2[C:4](=[CH:5][C:6]([C:10]([O:12][CH3:13])=[O:11])=[CH:7][CH:8]=2)[CH:3]=[CH:2]1.Br[CH2:15][C:16]1[CH:21]=[CH:20][C:19]([Br:22])=[CH:18][CH:17]=1.[H-].[Na+].CO. The catalyst is CN(C=O)C. The product is [Br:22][C:19]1[CH:20]=[CH:21][C:16]([CH2:15][N:1]2[C:9]3[C:4](=[CH:5][C:6]([C:10]([O:12][CH3:13])=[O:11])=[CH:7][CH:8]=3)[CH:3]=[CH:2]2)=[CH:17][CH:18]=1. The yield is 0.520. (4) The product is [CH3:1][C:2]1[C:6]([N+:7]([O-:9])=[O:8])=[CH:5][N:4]([C:17]([O:19][C:20]([CH3:23])([CH3:22])[CH3:21])=[O:18])[N:3]=1. The yield is 0.910. The reactants are [CH3:1][C:2]1[C:6]([N+:7]([O-:9])=[O:8])=[CH:5][NH:4][N:3]=1.C(N(CC)CC)C.[C:17](O[C:17]([O:19][C:20]([CH3:23])([CH3:22])[CH3:21])=[O:18])([O:19][C:20]([CH3:23])([CH3:22])[CH3:21])=[O:18].O. The catalyst is C1COCC1. (5) The reactants are [OH:1][CH2:2][C:3]1([NH:6][C:7](=[O:13])[O:8][C:9]([CH3:12])([CH3:11])[CH3:10])[CH2:5][CH2:4]1.[F:14][C:15]1[CH:16]=[C:17]([N:22]2[C:26]([CH3:28])([CH3:27])[C:25](=[O:29])[N:24]([C:30]3[CH:37]=[CH:36][C:33]([C:34]#[N:35])=[C:32]([C:38]([F:41])([F:40])[F:39])[CH:31]=3)[C:23]2=[S:42])[CH:18]=[CH:19][C:20]=1O.N(C(N1CCCCC1)=O)=NC(N1CCCCC1)=O.C(P(CCCC)CCCC)CCC. The catalyst is CO.CC1C=CC=CC=1. The product is [C:34]([C:33]1[CH:36]=[CH:37][C:30]([N:24]2[C:25](=[O:29])[C:26]([CH3:28])([CH3:27])[N:22]([C:17]3[CH:18]=[CH:19][C:20]([O:1][CH2:2][C:3]4([NH:6][C:7](=[O:13])[O:8][C:9]([CH3:10])([CH3:12])[CH3:11])[CH2:4][CH2:5]4)=[C:15]([F:14])[CH:16]=3)[C:23]2=[S:42])=[CH:31][C:32]=1[C:38]([F:39])([F:41])[F:40])#[N:35]. The yield is 0.823. (6) The reactants are [CH3:1][O:2][C:3]1[CH:4]=[C:5]2[C:10](=[CH:11][CH:12]=1)[C:9]([O:13][C:14]1[CH:19]=[CH:18][C:17]([O:20][CH2:21][CH2:22][N:23]3[CH2:28][CH2:27][CH2:26][CH2:25][CH2:24]3)=[CH:16][CH:15]=1)=[C:8](OS(C(F)(F)F)(=O)=O)[CH:7]=[CH:6]2.[F:37][C:38]1[CH:39]=[C:40](B(O)O)[CH:41]=[C:42]([F:44])[CH:43]=1.[F-].[Cs+].C1(P(C2CCCCC2)C2CCCCC2)CCCCC1. The catalyst is C([O-])(=O)C.[Pd+2].C([O-])(=O)C. The product is [F:37][C:38]1[CH:39]=[C:40]([C:8]2[CH:7]=[CH:6][C:5]3[C:10](=[CH:11][CH:12]=[C:3]([O:2][CH3:1])[CH:4]=3)[C:9]=2[O:13][C:14]2[CH:19]=[CH:18][C:17]([O:20][CH2:21][CH2:22][N:23]3[CH2:24][CH2:25][CH2:26][CH2:27][CH2:28]3)=[CH:16][CH:15]=2)[CH:41]=[C:42]([F:44])[CH:43]=1. The yield is 1.00.